This data is from NCI-60 drug combinations with 297,098 pairs across 59 cell lines. The task is: Regression. Given two drug SMILES strings and cell line genomic features, predict the synergy score measuring deviation from expected non-interaction effect. (1) Drug 1: C1CC(C1)(C(=O)O)C(=O)O.[NH2-].[NH2-].[Pt+2]. Drug 2: CC=C1C(=O)NC(C(=O)OC2CC(=O)NC(C(=O)NC(CSSCCC=C2)C(=O)N1)C(C)C)C(C)C. Cell line: U251. Synergy scores: CSS=19.1, Synergy_ZIP=-2.20, Synergy_Bliss=-1.35, Synergy_Loewe=-1.54, Synergy_HSA=-0.415. (2) Drug 1: CC1=C2C(C(=O)C3(C(CC4C(C3C(C(C2(C)C)(CC1OC(=O)C(C(C5=CC=CC=C5)NC(=O)OC(C)(C)C)O)O)OC(=O)C6=CC=CC=C6)(CO4)OC(=O)C)O)C)O. Drug 2: C1CN1C2=NC(=NC(=N2)N3CC3)N4CC4. Cell line: OVCAR-4. Synergy scores: CSS=22.2, Synergy_ZIP=-9.03, Synergy_Bliss=-3.79, Synergy_Loewe=-4.33, Synergy_HSA=-3.77. (3) Drug 1: CCCCCOC(=O)NC1=NC(=O)N(C=C1F)C2C(C(C(O2)C)O)O. Drug 2: CCC1=C2CN3C(=CC4=C(C3=O)COC(=O)C4(CC)O)C2=NC5=C1C=C(C=C5)O. Cell line: SNB-19. Synergy scores: CSS=16.3, Synergy_ZIP=0.369, Synergy_Bliss=-1.66, Synergy_Loewe=-38.0, Synergy_HSA=-3.83. (4) Drug 1: CC1CCC2CC(C(=CC=CC=CC(CC(C(=O)C(C(C(=CC(C(=O)CC(OC(=O)C3CCCCN3C(=O)C(=O)C1(O2)O)C(C)CC4CCC(C(C4)OC)OCCO)C)C)O)OC)C)C)C)OC. Drug 2: COCCOC1=C(C=C2C(=C1)C(=NC=N2)NC3=CC=CC(=C3)C#C)OCCOC.Cl. Cell line: MOLT-4. Synergy scores: CSS=16.4, Synergy_ZIP=-1.45, Synergy_Bliss=3.25, Synergy_Loewe=-5.84, Synergy_HSA=-5.75.